Dataset: Peptide-MHC class II binding affinity with 134,281 pairs from IEDB. Task: Regression. Given a peptide amino acid sequence and an MHC pseudo amino acid sequence, predict their binding affinity value. This is MHC class II binding data. (1) The MHC is HLA-DQA10104-DQB10503 with pseudo-sequence HLA-DQA10104-DQB10503. The binding affinity (normalized) is 0.207. The peptide sequence is AYDTYKSIPSLEAAV. (2) The peptide sequence is CADILAIASRVLVTM. The MHC is HLA-DPA10201-DPB10101 with pseudo-sequence HLA-DPA10201-DPB10101. The binding affinity (normalized) is 0.211. (3) The peptide sequence is KNVFDDVVPEKYTIG. The MHC is HLA-DPA10201-DPB10501 with pseudo-sequence HLA-DPA10201-DPB10501. The binding affinity (normalized) is 0.424. (4) The peptide sequence is IQARAAALAFEQAYA. The MHC is DRB3_0101 with pseudo-sequence DRB3_0101. The binding affinity (normalized) is 0.209. (5) The peptide sequence is GELQIVDKQDAAFKI. The MHC is DRB1_1101 with pseudo-sequence DRB1_1101. The binding affinity (normalized) is 0.537. (6) The peptide sequence is TNDNNLYKLHGGHVS. The MHC is DRB1_0901 with pseudo-sequence DRB1_0901. The binding affinity (normalized) is 0.547.